From a dataset of TCR-epitope binding with 47,182 pairs between 192 epitopes and 23,139 TCRs. Binary Classification. Given a T-cell receptor sequence (or CDR3 region) and an epitope sequence, predict whether binding occurs between them. (1) The epitope is MPASWVMRI. The TCR CDR3 sequence is CASSKGQGAYGYTF. Result: 0 (the TCR does not bind to the epitope). (2) Result: 0 (the TCR does not bind to the epitope). The epitope is FVRATATIPI. The TCR CDR3 sequence is CASSLSNDIAYEQYF. (3) The epitope is GTSGSPIINR. The TCR CDR3 sequence is CASSWPEETQYF. Result: 1 (the TCR binds to the epitope). (4) The epitope is ILGLPTQTV. The TCR CDR3 sequence is CASSQASLAGRNEQFF. Result: 0 (the TCR does not bind to the epitope).